From a dataset of Full USPTO retrosynthesis dataset with 1.9M reactions from patents (1976-2016). Predict the reactants needed to synthesize the given product. (1) Given the product [F:8][C:9]1[CH:41]=[CH:40][CH:39]=[CH:38][C:10]=1[O:11][C:12]1[N:17]=[C:16]2[O:18][C:19]([C:21]3[CH:22]=[C:23]([CH3:37])[C:24]([O:25][CH2:26][C:27]([OH:29])=[O:28])=[C:34]([CH3:36])[CH:35]=3)=[N:20][C:15]2=[CH:14][CH:13]=1, predict the reactants needed to synthesize it. The reactants are: FC(F)(F)C(O)=O.[F:8][C:9]1[CH:41]=[CH:40][CH:39]=[CH:38][C:10]=1[O:11][C:12]1[N:17]=[C:16]2[O:18][C:19]([C:21]3[CH:35]=[C:34]([CH3:36])[C:24]([O:25][CH2:26][C:27]([O:29]C(C)(C)C)=[O:28])=[C:23]([CH3:37])[CH:22]=3)=[N:20][C:15]2=[CH:14][CH:13]=1. (2) Given the product [CH2:10]([O:11][C:12]([C:13]1[CH:14]=[C:15]([C:17]2[CH:22]=[CH:21][C:20]([CH3:23])=[CH:19][N:18]=2)[N:8]([C:5]2[N:4]=[N:3][C:2]([O:30][CH3:27])=[CH:7][CH:6]=2)[N:9]=1)=[O:25])[CH3:32], predict the reactants needed to synthesize it. The reactants are: Cl[C:2]1[N:3]=[N:4][C:5]([NH:8][NH2:9])=[CH:6][CH:7]=1.[CH3:10][O:11][C:12](=[O:25])[C:13](=O)[CH2:14][C:15]([C:17]1[CH:22]=[CH:21][C:20]([CH3:23])=[CH:19][N:18]=1)=O.Cl.[C:27](=[O:30])([O-])O.[Na+].[CH2:32](O)C.